From a dataset of Catalyst prediction with 721,799 reactions and 888 catalyst types from USPTO. Predict which catalyst facilitates the given reaction. (1) Reactant: [C:1]([O:5][C:6]([N:8]1[CH2:13][CH2:12][N:11]([C:14]2[C:19]([CH3:20])=[CH:18][C:17](Br)=[CH:16][N:15]=2)[CH2:10][CH2:9]1)=[O:7])([CH3:4])([CH3:3])[CH3:2].[CH3:22]B(O)O.[F-].[K+].O1CCCC1. Product: [C:1]([O:5][C:6]([N:8]1[CH2:13][CH2:12][N:11]([C:14]2[C:19]([CH3:20])=[CH:18][C:17]([CH3:22])=[CH:16][N:15]=2)[CH2:10][CH2:9]1)=[O:7])([CH3:4])([CH3:3])[CH3:2]. The catalyst class is: 6. (2) Reactant: Cl.[CH:2]12[CH2:9][CH2:8][CH2:7][CH:6]1[CH2:5][NH:4][CH2:3]2.C(=O)([O-])[O-].[K+].[K+].[Cl:16][CH2:17][C:18](Cl)=[O:19]. Product: [Cl:16][CH2:17][C:18]([N:4]1[CH2:5][C@@H:6]2[CH2:7][CH2:8][CH2:9][C@@H:2]2[CH2:3]1)=[O:19]. The catalyst class is: 4. (3) Reactant: [P:1]([O-:5])([O-:4])([O-:3])=[O:2].[K+].[K+].[K+]. Product: [P:1]([O-:5])([O-:4])([O-:3])=[O:2].[P:1](=[O:2])([OH:5])([OH:4])[OH:3]. The catalyst class is: 6. (4) Reactant: [N+:1]([C:4]1[CH:13]=[C:12]2[C:7]([CH2:8][CH2:9][CH2:10][NH:11]2)=[CH:6][CH:5]=1)([O-:3])=[O:2].[Cl:14][C:15]1[CH:20]=[CH:19][C:18]([S:21](Cl)(=[O:23])=[O:22])=[CH:17][CH:16]=1.N1C=CC=CC=1. Product: [Cl:14][C:15]1[CH:20]=[CH:19][C:18]([S:21]([N:11]2[C:12]3[C:7](=[CH:6][CH:5]=[C:4]([N+:1]([O-:3])=[O:2])[CH:13]=3)[CH2:8][CH2:9][CH2:10]2)(=[O:23])=[O:22])=[CH:17][CH:16]=1. The catalyst class is: 33. (5) Reactant: N#N.FC(F)(F)S(O[C:9]1[C:14]([N:15]([CH3:20])[S:16]([CH3:19])(=[O:18])=[O:17])=[CH:13][N:12]2[N:21]=[C:22]([C:28]3[CH:33]=[CH:32][C:31]([F:34])=[CH:30][CH:29]=3)[C:23]([C:24](=[O:27])[NH:25][CH3:26])=[C:11]2[CH:10]=1)(=O)=O.CC([O-])=O.[K+].[B:42]1([B:42]2[O:46][C:45]([CH3:48])([CH3:47])[C:44]([CH3:50])([CH3:49])[O:43]2)[O:46][C:45]([CH3:48])([CH3:47])[C:44]([CH3:50])([CH3:49])[O:43]1. Product: [F:34][C:31]1[CH:32]=[CH:33][C:28]([C:22]2[C:23]([C:24]([NH:25][CH3:26])=[O:27])=[C:11]3[CH:10]=[C:9]([B:42]4[O:46][C:45]([CH3:48])([CH3:47])[C:44]([CH3:50])([CH3:49])[O:43]4)[C:14]([N:15]([CH3:20])[S:16]([CH3:19])(=[O:17])=[O:18])=[CH:13][N:12]3[N:21]=2)=[CH:29][CH:30]=1. The catalyst class is: 75. (6) Reactant: [C:1]([C:4]1[CH:5]=[N:6][CH:7]=[CH:8][CH:9]=1)(=[O:3])[CH3:2]. Product: [CH3:2][C@H:1]([C:4]1[CH:5]=[N:6][CH:7]=[CH:8][CH:9]=1)[OH:3]. The catalyst class is: 25.